From a dataset of Forward reaction prediction with 1.9M reactions from USPTO patents (1976-2016). Predict the product of the given reaction. Given the reactants [NH2:1][C:2]1[C:7]([O:8][C:9]2[CH:14]=[CH:13][C:12]([F:15])=[CH:11][CH:10]=2)=[CH:6][C:5]([S:16][C:17]2[N:22]=[CH:21][CH:20]=[CH:19][N:18]=2)=[CH:4][N:3]=1.Cl[C:24]1[CH:31]=[CH:30][C:27]([C:28]#[N:29])=[CH:26][N:25]=1.C(=O)([O-])[O-].[Cs+].[Cs+].C1(P(C2C=CC=CC=2)C2C3OC4C(=CC=CC=4P(C4C=CC=CC=4)C4C=CC=CC=4)C(C)(C)C=3C=CC=2)C=CC=CC=1.O.[Cl-].[NH4+], predict the reaction product. The product is: [F:15][C:12]1[CH:11]=[CH:10][C:9]([O:8][C:7]2[C:2]([NH:1][C:24]3[CH:31]=[CH:30][C:27]([C:28]#[N:29])=[CH:26][N:25]=3)=[N:3][CH:4]=[C:5]([S:16][C:17]3[N:18]=[CH:19][CH:20]=[CH:21][N:22]=3)[CH:6]=2)=[CH:14][CH:13]=1.